Dataset: Experimentally validated miRNA-target interactions with 360,000+ pairs, plus equal number of negative samples. Task: Binary Classification. Given a miRNA mature sequence and a target amino acid sequence, predict their likelihood of interaction. (1) The miRNA is hsa-miR-2682-3p with sequence CGCCUCUUCAGCGCUGUCUUCC. The protein sequence of the target gene is MRGAGAILRPAARGARDLNPRRDISSWLAQWFPRTPARSVVALKTPIKVELVAGKTYRWCVCGRSKKQPFCDGSHFFQRTGLSPLKFKAQETRMVALCTCKATQRPPYCDGTHRSERVQKAEVGSPL. Result: 1 (interaction). (2) The miRNA is hsa-miR-6774-3p with sequence UCGUGUCCCUCUUGUCCACAG. The protein sequence of the target gene is MSQAGDVEGPSTGDPVLSPQHNCELLQNMEGASSMPGLSPDGPGASSGPGVRAGSRRKIPRKEALRGGSSRAAGAAEVRPGVLELLAVVQSRGSMLAPGLHMQLPSVPTQGRALTSKRLQVSLCDILDDSCPRKLCSRSAGLPERALACRERLAGVEEVSCLRPREARDGGMSSPGCDRRSPTLSKEEPPGRPLTSSPDPVPVRVRKKWRRQGAHSECEEGAGDFLWLDQSPRGDNLLSVGDPPQVADLESLGGPCRPPSPKDTGSGPGEPGGSGAGCASGTEKFGYLPATGDGPQPGSP.... Result: 0 (no interaction). (3) The miRNA is mmu-miR-9-5p with sequence UCUUUGGUUAUCUAGCUGUAUGA. The protein sequence of the target gene is MARLLRSATWELFPWRGYCSQKAKGELCRDFVEALKAVVGGSHVSTAAVVREQHGRDESVHRCEPPDAVVWPQNVEQVSRLAALCYRQGVPIIPFGTGTGLEGGVCAVQGGVCVNLTHMDRILELNQEDFSVVVEPGVTRKALNAHLRDSGLWFPVDPGADASLCGMAATGASGTNAVRYGTMRDNVLNLEVVLPDGRLLHTAGRGRHFRFGFWPEIPHHTAWYSPCVSLGRRKSAAGYNLTGLFVGSEGTLGLITATTLRLHPAPEATVAATCAFPSVQAAVDSTVHILQAAVPVARIE.... Result: 0 (no interaction). (4) The miRNA is hsa-miR-5580-3p with sequence CACAUAUGAAGUGAGCCAGCAC. The protein sequence of the target gene is MANSGLQLLGYFLALGGWVGIIASTALPQWKQSSYAGDAIITAVGLYEGLWMSCASQSTGQVQCKLYDSLLALDGHIQSARALMVVAVLLGFVAMVLSVVGMKCTRVGDSNPTAKSRVAISGGALFLLAGLCTLTAVSWYATLVTQEFFNPSTPVNARYEFGPALFVGWASAGLAMLGGSFLCCTCPEPERANSIPQPYRSGPSTAAREPVVKLPASVKGPLGV. Result: 0 (no interaction). (5) The miRNA is hsa-miR-301b-5p with sequence GCUCUGACGAGGUUGCACUACU. The protein sequence of the target gene is MSSDSDRQCPVDGDIDQQEMIPSKKNAVLVDGVVLNGPTTDAKAGEKFVEEACRLIMEEVVLKATDVNEKVCEWRPPEQLKQLLDLEMRDSGEPPHKLLELCRDVIHYSVKTNHPRFFNQLYAGLDYYSLVARFMTEALNPSVYTYEVSPVFLLVEEAVLKKMIEFIGWKEGDGIFNPGGSVSNMYAMNLARYKYCPDIKEKGLSGSPRLILFTSAECHYSMKKAASFLGIGTENVCFVETDGRGKMIPEELEKQVWQARKEGAAPFLVCATSGTTVLGAFDPLDEIADICERHSLWLHV.... Result: 1 (interaction). (6) The protein sequence of the target gene is MAQFDTEYQRLEASYSDSPPGEEDLLVHVAEGSKSPWHHIENLDLFFSRVYNLHQKNGFTCMLIGEMFELMQFLFVVAFTTFLVSCVDYDILFANKMVNHSLHPTEPVKVTLPDAFLPAQVCSARIQENGSLITILVIAGVFWIHRLIKFIYNICCYWEIHSFYLHALRIPMSALPYCTWQEVQARIVQTQKEHQICIHKRELTELDIYHRILRFQNYMVALVNKSLLPLRFRLPGLGEVVFFTRGLKYNFELILFWGPGSLFLNEWSLKAEYKRGGQRLELAQRLSNRILWIGIANFLL.... Result: 0 (no interaction). The miRNA is hsa-miR-6856-5p with sequence AAGAGAGGAGCAGUGGUGCUGUGG. (7) The miRNA is mmu-miR-7220-5p with sequence GGUGAGCUCUUGGUACCUUGGC. The protein sequence of the target gene is MDKEKLDVKIEYCNYAMDSSVENMYVNKVWVQCENENCLKWRLLSSEDSAKVDHDEPWYCFMNTDSRYNNCSISEEDFPEESQLHQCGFKIVYSQLPLGSLVLVKLQNWPSWPGILCPDRFKGKYVTYDPDGNVEEYHIEFLGDPHSRSWIKATFVGHYSITLKPEKCKNKKKWYKSALQEACLLYGYSHEQRLEMCCLSKLQDKSETHDKVAALVKKRKQTSKNNIEKKKPKFRKRKRKAILKCSFENVYSDDALSKENRVVCETEVLLKELEQMLQQALQPTATPDESEEGHGEEINM.... Result: 0 (no interaction). (8) The miRNA is mmu-miR-1983 with sequence CUCACCUGGAGCAUGUUUUCU. The protein sequence of the target gene is MSRTAYTVGALLLLLGTLLPAAEGKKKGSQGAIPPPDKAQHNDSEQTQSPQQPGSRNRGRGQGRGTAMPGEEVLESSQEALHVTERKYLKRDWCKTQPLKQTIHEEGCNSRTIINRFCYGQCNSFYIPRHIRKEEGSFQSCSFCKPKKFTTMMVTLNCPELQPPTKKKRVTRVKQCRCISIDLD. Result: 0 (no interaction). (9) The miRNA is mmu-miR-499-5p with sequence UUAAGACUUGCAGUGAUGUUU. The protein sequence of the target gene is MEVSGPEDDPFLSQLHQVQCPVCQQMMPAAHINSHLDRCLLLHPAGHAEPAAGSHRAGERAKGPSPPGAKRRRLSESSALKQPATPTAAESSEGEGEEGDDGGETESRESYDAPPTPSGARLIPDFPVARSSSPGRKGSGKRPAAAAAAGSASPRSWDEAEAQEEEEAVGDGDGDGDADADGEDDPGHWDADAAEAATAFGASGGGRPHPRALAAEEIRQMLQGKPLADTMRPDTLQDYFGQSKAVGQDTLLRSLLETNEIPSLILWGPPGCGKTTLAHIIASNSKKHSIRFVTLSATNA.... Result: 0 (no interaction). (10) The miRNA is mmu-miR-7231-3p with sequence CUUGCUUCUUUGUUUCCCCAGAA. The protein sequence of the target gene is MQRADSEQPSKRPRCDDSPRTPSNTPSAEADWSPGLELHPDYKTWGPEQVCSFLRRGGFEEPVLLKNIRENEITGALLPCLDESRFENLGVSSLGERKKLLSYIQRLVQIHVDTMKVINDPIHGHIELHPLLVRIIDTPQFQRLRYIKQLGGGYYVFPGASHNRFEHSLGVGYLAGCLVHALGEKQPELQISERDVLCVQIAGLCHDLGHGPFSHMFDGRFIPLARPEVKWTHEQGSVMMFEHLINSNGIKPVMEQYGLIPEEDICFIKEQIVGPLESPVEDSLWPYKGRPENKSFLYEI.... Result: 0 (no interaction).